Dataset: Catalyst prediction with 721,799 reactions and 888 catalyst types from USPTO. Task: Predict which catalyst facilitates the given reaction. (1) Reactant: Cl.[CH2:2]([O:4][C:5](=[O:18])/[CH:6]=[CH:7]/[C:8]1[CH:17]=[CH:16][CH:15]=[C:14]2[C:9]=1[CH2:10][CH2:11][NH:12][CH2:13]2)[CH3:3].C([O-])([O-])=O.[K+].[K+].Br[CH2:26][CH2:27][O:28][CH3:29].O. Product: [CH2:2]([O:4][C:5](=[O:18])/[CH:6]=[CH:7]/[C:8]1[CH:17]=[CH:16][CH:15]=[C:14]2[C:9]=1[CH2:10][CH2:11][N:12]([CH2:26][CH2:27][O:28][CH3:29])[CH2:13]2)[CH3:3]. The catalyst class is: 3. (2) Reactant: [OH:1][C:2]([CH3:12])([CH3:11])[CH2:3][C:4]1[CH:9]=[CH:8][C:7]([OH:10])=[CH:6][CH:5]=1.[CH2:13]([O:15][C:16](=[O:20])[C:17]#[C:18][CH3:19])[CH3:14].C(=O)([O-])[O-].[K+].[K+]. Product: [CH2:13]([O:15][C:16](=[O:20])/[CH:17]=[C:18](/[O:10][C:7]1[CH:8]=[CH:9][C:4]([CH2:3][C:2]([OH:1])([CH3:12])[CH3:11])=[CH:5][CH:6]=1)\[CH3:19])[CH3:14]. The catalyst class is: 7. (3) Reactant: [H-].C([Al+]CC(C)C)C(C)C.[C:11]([O:15][C:16]([N:18]1[CH2:22][CH2:21][C@@H:20]([NH:23][C:24]2[C:34]([Cl:35])=[CH:33][C:27]([C:28](OCC)=[O:29])=[CH:26][N:25]=2)[CH2:19]1)=[O:17])([CH3:14])([CH3:13])[CH3:12].CO.[Na].[K]. Product: [Cl:35][C:34]1[C:24]([NH:23][C@@H:20]2[CH2:21][CH2:22][N:18]([C:16]([O:15][C:11]([CH3:14])([CH3:13])[CH3:12])=[O:17])[CH2:19]2)=[N:25][CH:26]=[C:27]([CH2:28][OH:29])[CH:33]=1. The catalyst class is: 323. (4) Reactant: [Br:1][C:2]1[CH:3]=[CH:4][C:5]([CH2:14][OH:15])=[C:6]([C:8]2[CH:13]=[CH:12][CH:11]=[CH:10][CH:9]=2)[CH:7]=1.CC(OI1(OC(C)=O)(OC(C)=O)OC(=O)C2C=CC=CC1=2)=O. Product: [Br:1][C:2]1[CH:7]=[C:6]([C:8]2[CH:13]=[CH:12][CH:11]=[CH:10][CH:9]=2)[C:5]([CH:14]=[O:15])=[CH:4][CH:3]=1. The catalyst class is: 2. (5) Reactant: Cl[C:2]1[N:7]=[C:6]([Cl:8])[CH:5]=[C:4]([Cl:9])[N:3]=1.C([O-])(O)=O.[Na+].[CH3:15][CH:16]1[CH2:20][CH2:19][CH2:18][NH:17]1. Product: [Cl:9][C:4]1[CH:5]=[C:6]([Cl:8])[N:7]=[C:2]([N:17]2[CH2:18][CH2:19][CH2:20][CH:16]2[CH3:15])[N:3]=1. The catalyst class is: 24. (6) Reactant: [OH:1][CH2:2][C:3]1[CH:12]=[CH:11][CH:10]=[C:9]2[C:4]=1[C:5](=[O:23])[N:6]([C:14]1[CH:15]=[C:16]([CH:20]=[CH:21][CH:22]=1)[C:17]([OH:19])=O)[C:7](=[O:13])[NH:8]2.[CH2:24]([NH:26][C:27]1[CH:32]=[CH:31][CH:30]=[CH:29][CH:28]=1)[CH3:25].CN1C=CN=C1.Cl.N=C=N. Product: [CH2:24]([N:26]([C:27]1[CH:32]=[CH:31][CH:30]=[CH:29][CH:28]=1)[C:17](=[O:19])[C:16]1[CH:20]=[CH:21][CH:22]=[C:14]([N:6]2[C:5](=[O:23])[C:4]3[C:9](=[CH:10][CH:11]=[CH:12][C:3]=3[CH2:2][OH:1])[NH:8][C:7]2=[O:13])[CH:15]=1)[CH3:25]. The catalyst class is: 18. (7) Reactant: [C:1]([C:4]1[CH:5]=[C:6]2[C:10](=[CH:11][CH:12]=1)[NH:9][C:8]([C:13]1[C:14](=[O:23])[NH:15][C:16]3[C:21]([CH:22]=1)=[CH:20][CH:19]=[CH:18][CH:17]=3)=[CH:7]2)(=O)[CH3:2].[NH:24]1[CH2:29][CH2:28][O:27][CH2:26][CH2:25]1.C(O)(=O)C.C([BH3-])#N.[Na+]. Product: [N:24]1([CH:1]([C:4]2[CH:5]=[C:6]3[C:10](=[CH:11][CH:12]=2)[NH:9][C:8]([C:13]2[C:14](=[O:23])[NH:15][C:16]4[C:21]([CH:22]=2)=[CH:20][CH:19]=[CH:18][CH:17]=4)=[CH:7]3)[CH3:2])[CH2:29][CH2:28][O:27][CH2:26][CH2:25]1. The catalyst class is: 71. (8) Reactant: [CH:1]([C:4]1[N:8]2[CH:9]=[C:10]([C:14]3[CH:19]=[CH:18][C:17]([O:20][C:21]([F:24])([F:23])[F:22])=[CH:16][CH:15]=3)[CH:11]=[C:12]([NH2:13])[C:7]2=[N:6][N:5]=1)([CH3:3])[CH3:2].[C:25](OC(=O)C)(=[O:27])[CH3:26].C(N(CC)CC)C. Product: [CH:1]([C:4]1[N:8]2[CH:9]=[C:10]([C:14]3[CH:15]=[CH:16][C:17]([O:20][C:21]([F:23])([F:22])[F:24])=[CH:18][CH:19]=3)[CH:11]=[C:12]([NH:13][C:25](=[O:27])[CH3:26])[C:7]2=[N:6][N:5]=1)([CH3:3])[CH3:2]. The catalyst class is: 11. (9) Reactant: CN(C)C=O.[NH2:6][C:7](=[N:46][OH:47])[C:8]1[CH:9]=[CH:10][C:11]([CH3:45])=[C:12]([N:14]([CH2:31][C:32]([N:34]([N:36]2[CH2:44][C:43]3[C:38](=[CH:39][CH:40]=[CH:41][CH:42]=3)[CH2:37]2)[CH3:35])=[O:33])[CH2:15][C:16]([NH:18][CH2:19][CH2:20][N:21]([C:24]([O:26][C:27]([CH3:30])([CH3:29])[CH3:28])=[O:25])[CH2:22][CH3:23])=[O:17])[CH:13]=1.C(N(CC)CC)C.[F:55][C:56]([F:67])([F:66])[C:57](O[C:57](=O)[C:56]([F:67])([F:66])[F:55])=O. Product: [CH2:44]1[C:43]2[C:38](=[CH:39][CH:40]=[CH:41][CH:42]=2)[CH2:37][N:36]1[N:34]([CH3:35])[C:32](=[O:33])[CH2:31][N:14]([C:12]1[CH:13]=[C:8]([C:7]2[N:6]=[C:57]([C:56]([F:67])([F:66])[F:55])[O:47][N:46]=2)[CH:9]=[CH:10][C:11]=1[CH3:45])[CH2:15][C:16]([NH:18][CH2:19][CH2:20][N:21]([C:24]([O:26][C:27]([CH3:30])([CH3:28])[CH3:29])=[O:25])[CH2:22][CH3:23])=[O:17]. The catalyst class is: 175. (10) Reactant: [Cl:1][C:2]1[CH:3]=[C:4](OS(C(F)(F)F)(=O)=O)[CH:5]=[C:6]([Cl:32])[C:7]=1[CH2:8][C@@H:9]1[CH2:13][CH2:12][N:11]([C@H:14]2[CH2:19][CH2:18][C@H:17]([O:20][Si:21]([CH:28]([CH3:30])[CH3:29])([CH:25]([CH3:27])[CH3:26])[CH:22]([CH3:24])[CH3:23])[CH2:16][CH2:15]2)[C:10]1=[O:31].[CH3:41][O:42][C:43]([C:45]1[CH:50]=[CH:49][C:48](B(O)O)=[CH:47][CH:46]=1)=[O:44].C([O-])([O-])=O.[K+].[K+]. Product: [CH3:41][O:42][C:43]([C:45]1[CH:50]=[CH:49][C:48]([C:4]2[CH:5]=[C:6]([Cl:32])[C:7]([CH2:8][C@@H:9]3[CH2:13][CH2:12][N:11]([C@H:14]4[CH2:15][CH2:16][C@H:17]([O:20][Si:21]([CH:22]([CH3:23])[CH3:24])([CH:25]([CH3:26])[CH3:27])[CH:28]([CH3:29])[CH3:30])[CH2:18][CH2:19]4)[C:10]3=[O:31])=[C:2]([Cl:1])[CH:3]=2)=[CH:47][CH:46]=1)=[O:44]. The catalyst class is: 104.